From a dataset of M1 muscarinic receptor antagonist screen with 61,756 compounds. Binary Classification. Given a drug SMILES string, predict its activity (active/inactive) in a high-throughput screening assay against a specified biological target. (1) The molecule is s1c(n(CC(=O)Nc2cc(Oc3ccccc3)ccc2)cc1)=N. The result is 1 (active). (2) The drug is O=C1N(C(=C(C1)C(OC)=O)C)c1c2c(ccc1)cccc2. The result is 0 (inactive). (3) The molecule is S(c1n(CCOC)c(nn1)c1c(occ1)C)CC(=O)c1cc2OCCOc2cc1. The result is 0 (inactive). (4) The molecule is O(C(=O)c1c(=O)n2[nH]cnc2nc1)CC. The result is 0 (inactive). (5) The compound is s1c(C(=O)CC(CC(=O)c2sccc2)C)ccc1. The result is 0 (inactive). (6) The drug is FC(F)C1n2[nH]c(cc2=NC(C1)C(F)F)C(=O)Nc1c(cccc1)C(OC)=O. The result is 0 (inactive).